From a dataset of TCR-epitope binding with 47,182 pairs between 192 epitopes and 23,139 TCRs. Binary Classification. Given a T-cell receptor sequence (or CDR3 region) and an epitope sequence, predict whether binding occurs between them. (1) The epitope is FLLNKEMYL. The TCR CDR3 sequence is CASSQDPASGGATDTQYF. Result: 0 (the TCR does not bind to the epitope). (2) The epitope is KLMNIQQKL. The TCR CDR3 sequence is CASPHPDRPNYGYTF. Result: 0 (the TCR does not bind to the epitope). (3) The epitope is ISPRTLNAW. The TCR CDR3 sequence is CASSFGTGGVGELFF. Result: 1 (the TCR binds to the epitope). (4) The epitope is RIFTIGTVTLK. The TCR CDR3 sequence is CSVGGTSGGKTNNEQFF. Result: 0 (the TCR does not bind to the epitope).